From a dataset of Forward reaction prediction with 1.9M reactions from USPTO patents (1976-2016). Predict the product of the given reaction. (1) Given the reactants [CH3:1][N:2]1[CH2:7][CH2:6][N:5]([C:8]2[CH:9]=[C:10]([CH:13]=[CH:14][CH:15]=2)[CH:11]=O)[CH2:4][CH2:3]1.[C-]#N.[K+].C(=O)([O-])[O-].[NH4+].[NH4+].[OH-].[Na+].S(Cl)(Cl)=O.C(O[C:39]([O:41][C:42](C)(C)C)=[O:40])(OC(C)(C)C)=O.C([N:48]([CH2:51]C)[CH2:49][CH3:50])C.[BH4-].[Na+].N[C:56]1[CH:61]=[CH:60]C(Br)=C[C:57]=1[NH2:63].[F-].[Cs+].[NH2:66][C@@H]1CCCC[C@@H]1N, predict the reaction product. The product is: [NH:48]1[C:49]2[CH:50]=[C:60]([N:66]3[C@@H:11]([C:10]4[CH:13]=[CH:14][CH:15]=[C:8]([N:5]5[CH2:6][CH2:7][N:2]([CH3:1])[CH2:3][CH2:4]5)[CH:9]=4)[CH2:42][O:41][C:39]3=[O:40])[CH:61]=[CH:56][C:57]=2[N:63]=[CH:51]1. (2) Given the reactants [OH:1][C:2]1[CH:10]=[CH:9][C:8]2[N:7]3[CH2:11][CH2:12][CH:13]([CH2:14][C:15]([O:17][C:18]([CH3:21])([CH3:20])[CH3:19])=[O:16])[C:6]3=[CH:5][C:4]=2[CH:3]=1.C([O-])([O-])=O.[Cs+].[Cs+].Br[CH2:29][C:30]1[CH:35]=[CH:34][C:33]([Cl:36])=[C:32]([C:37]([F:40])([F:39])[F:38])[CH:31]=1, predict the reaction product. The product is: [Cl:36][C:33]1[CH:34]=[CH:35][C:30]([CH2:29][O:1][C:2]2[CH:10]=[CH:9][C:8]3[N:7]4[CH2:11][CH2:12][CH:13]([CH2:14][C:15]([O:17][C:18]([CH3:21])([CH3:20])[CH3:19])=[O:16])[C:6]4=[CH:5][C:4]=3[CH:3]=2)=[CH:31][C:32]=1[C:37]([F:38])([F:39])[F:40].